This data is from Reaction yield outcomes from USPTO patents with 853,638 reactions. The task is: Predict the reaction yield, written as a fraction of the theoretical maximum amount of product (1.0 means a 100% yield; for example, 0.34 means a 34% yield). (1) The catalyst is O. The product is [Cl:1][C:2]1[C:11]2[C:6](=[CH:7][CH:8]=[C:9]([O:12][C:25]3[CH:30]=[CH:29][CH:28]=[CH:27][N:26]=3)[CH:10]=2)[N:5]=[C:4]([N:13]2[CH2:19][CH2:18][CH2:17][C:16]3[CH:20]=[CH:21][CH:22]=[CH:23][C:15]=3[CH2:14]2)[CH:3]=1. The yield is 0.450. The reactants are [Cl:1][C:2]1[C:11]2[C:6](=[CH:7][CH:8]=[C:9]([OH:12])[CH:10]=2)[N:5]=[C:4]([N:13]2[CH2:19][CH2:18][CH2:17][C:16]3[CH:20]=[CH:21][CH:22]=[CH:23][C:15]=3[CH2:14]2)[CH:3]=1.F[C:25]1[CH:30]=[CH:29][CH:28]=[CH:27][N:26]=1.C(=O)([O-])[O-].[K+].[K+].CS(C)=O. (2) The reactants are O[C:2]([C:5]1[CH:10]=[C:9]([O:11][CH3:12])[CH:8]=[CH:7][C:6]=1[OH:13])([CH3:4])[CH3:3].C([O-])=O.[NH4+]. The catalyst is CC(O)=O.O.[Pd]. The product is [CH:2]([C:5]1[CH:10]=[C:9]([O:11][CH3:12])[CH:8]=[CH:7][C:6]=1[OH:13])([CH3:4])[CH3:3]. The yield is 0.970. (3) The reactants are [C:1]([O:5][C:6](=[O:35])[NH:7][CH2:8][CH2:9][CH2:10][N:11]1[C:20]2[CH:19]=[CH:18][C:17]([N+:21]([O-])=O)=[CH:16][C:15]=2[C:14]2=[N:24][N:25]([CH:28]3[CH2:33][CH2:32][CH2:31][CH2:30][O:29]3)[C:26]([CH3:27])=[C:13]2[C:12]1=[O:34])([CH3:4])([CH3:3])[CH3:2]. The catalyst is CO.[Pd]. The product is [C:1]([O:5][C:6](=[O:35])[NH:7][CH2:8][CH2:9][CH2:10][N:11]1[C:20]2[CH:19]=[CH:18][C:17]([NH2:21])=[CH:16][C:15]=2[C:14]2=[N:24][N:25]([CH:28]3[CH2:33][CH2:32][CH2:31][CH2:30][O:29]3)[C:26]([CH3:27])=[C:13]2[C:12]1=[O:34])([CH3:4])([CH3:2])[CH3:3]. The yield is 0.920. (4) The product is [Cl:17][C:18]1[CH:23]=[C:22]([CH:11]2[CH2:16][CH2:15][O:14][CH2:13][CH2:12]2)[CH:21]=[C:20]([Cl:25])[N:19]=1. The yield is 0.710. The catalyst is CN(C)C(=O)C.[Zn].C1C=CC(P(C2C=CC=CC=2)[C-]2C=CC=C2)=CC=1.C1C=CC(P(C2C=CC=CC=2)[C-]2C=CC=C2)=CC=1.Cl[Pd]Cl.[Fe+2]. The reactants are Cl[Si](C)(C)C.BrCCBr.Br[CH:11]1[CH2:16][CH2:15][O:14][CH2:13][CH2:12]1.[Cl:17][C:18]1[CH:23]=[C:22](I)[CH:21]=[C:20]([Cl:25])[N:19]=1. (5) The reactants are [F:1][C:2]1[C:10]([O:11][C:12]2[C:21]3[C:16](=[CH:17][C:18]([OH:24])=[C:19]([O:22][CH3:23])[CH:20]=3)[N:15]=[CH:14][N:13]=2)=[CH:9][CH:8]=[C:7]2[C:3]=1[CH:4]=[C:5]([CH3:25])[NH:6]2.[C:26]([N:29]1[CH2:34][CH2:33][N:32]([CH2:35][CH2:36]O)[CH2:31][CH2:30]1)(=[O:28])[CH3:27].C1(P(C2C=CC=CC=2)C2C=CC=CC=2)C=CC=CC=1.N(C(OC(C)C)=O)=NC(OC(C)C)=O. The catalyst is ClCCl. The product is [C:26]([N:29]1[CH2:34][CH2:33][N:32]([CH2:35][CH2:36][O:24][C:18]2[CH:17]=[C:16]3[C:21]([C:12]([O:11][C:10]4[C:2]([F:1])=[C:3]5[C:7](=[CH:8][CH:9]=4)[NH:6][C:5]([CH3:25])=[CH:4]5)=[N:13][CH:14]=[N:15]3)=[CH:20][C:19]=2[O:22][CH3:23])[CH2:31][CH2:30]1)(=[O:28])[CH3:27]. The yield is 0.170.